The task is: Predict the reaction yield, written as a fraction of the theoretical maximum amount of product (1.0 means a 100% yield; for example, 0.34 means a 34% yield).. This data is from Reaction yield outcomes from USPTO patents with 853,638 reactions. (1) The product is [F:16][C:17]([F:22])([F:21])[C:18]([OH:20])=[O:19].[Br:1][C:2]1[CH:3]=[C:4]([CH2:7][NH2:8])[O:5][CH:6]=1. The catalyst is ClCCl. The reactants are [Br:1][C:2]1[CH:3]=[C:4]([CH2:7][NH:8]C(=O)OC(C)(C)C)[O:5][CH:6]=1.[F:16][C:17]([F:22])([F:21])[C:18]([OH:20])=[O:19]. The yield is 0.810. (2) The reactants are B(Br)(Br)Br.C[O:6][C:7]1[C:16]2[C:11](=[C:12]([CH2:21][CH2:22][C:23]3[CH:28]=[CH:27][C:26]([CH3:29])=[CH:25][CH:24]=3)[C:13]([O:19]C)=[C:14]([O:17]C)[CH:15]=2)[CH:10]=[C:9]([CH3:30])[C:8]=1[C:31]1[C:40]([CH3:41])=[CH:39][C:38]2[C:33](=[CH:34][C:35]([O:53]C)=[C:36]([O:51]C)[C:37]=2[CH2:42][CH2:43][C:44]2[CH:49]=[CH:48][C:47]([CH3:50])=[CH:46][CH:45]=2)[C:32]=1[O:55]C.Cl. The catalyst is C(Cl)Cl. The product is [CH3:41][C:40]1[CH:39]=[C:38]2[C:33]([CH:34]=[C:35]([OH:53])[C:36]([OH:51])=[C:37]2[CH2:42][CH2:43][C:44]2[CH:49]=[CH:48][C:47]([CH3:50])=[CH:46][CH:45]=2)=[C:32]([OH:55])[C:31]=1[C:8]1[C:7]([OH:6])=[C:16]2[C:11](=[CH:10][C:9]=1[CH3:30])[C:12]([CH2:21][CH2:22][C:23]1[CH:24]=[CH:25][C:26]([CH3:29])=[CH:27][CH:28]=1)=[C:13]([OH:19])[C:14]([OH:17])=[CH:15]2. The yield is 0.900. (3) The yield is 0.323. The reactants are Br[CH2:2][C@H:3]([NH:5][C:6](=[O:12])[O:7][C:8]([CH3:11])([CH3:10])[CH3:9])[CH3:4].C(=O)([O-])[O-].[Cs+].[Cs+].[Cl:19][C:20]1[CH:25]=[CH:24][CH:23]=[C:22]([Cl:26])[C:21]=1[OH:27]. The product is [Cl:19][C:20]1[CH:25]=[CH:24][CH:23]=[C:22]([Cl:26])[C:21]=1[O:27][CH2:2][C@H:3]([NH:5][C:6](=[O:12])[O:7][C:8]([CH3:11])([CH3:10])[CH3:9])[CH3:4]. The catalyst is CC(C)=O. (4) The reactants are Cl[C:2]1[N:11]=[CH:10][C:9]([Cl:12])=[CH:8][C:3]=1[C:4]([O:6][CH3:7])=[O:5].[NH3:13]. The catalyst is CC(C)=O.CO. The product is [NH2:13][C:2]1[N:11]=[CH:10][C:9]([Cl:12])=[CH:8][C:3]=1[C:4]([O:6][CH3:7])=[O:5]. The yield is 0.750. (5) The product is [NH:24]1[C:25]2[CH:39]=[CH:38][CH:37]=[CH:36][C:26]=2[N:27]=[C:23]1[O:22][C:19]1[CH:18]=[CH:17][C:16]([O:15][CH2:14][CH2:13][N:10]2[CH2:9][CH2:8][C:7]([C:1]3[CH:2]=[CH:3][CH:4]=[CH:5][CH:6]=3)([OH:40])[CH2:12][CH2:11]2)=[CH:21][CH:20]=1. The yield is 0.700. The reactants are [C:1]1([C:7]2([OH:40])[CH2:12][CH2:11][N:10]([CH2:13][CH2:14][O:15][C:16]3[CH:21]=[CH:20][C:19]([O:22][C:23]4[N:27](COCC[Si](C)(C)C)[C:26]5[CH:36]=[CH:37][CH:38]=[CH:39][C:25]=5[N:24]=4)=[CH:18][CH:17]=3)[CH2:9][CH2:8]2)[CH:6]=[CH:5][CH:4]=[CH:3][CH:2]=1.ClC1N(COCC[Si](C)(C)C)C2C=CC=CC=2N=1.OC1C=CC(OCCN2CCC(C3C=CC=CC=3)(O)CC2)=CC=1.C([O-])([O-])=O.[Cs+].[Cs+]. The catalyst is CN(C=O)C. (6) The reactants are [OH:1][C:2]1[C:7]([OH:8])=[CH:6][CH:5]=[CH:4][C:3]=1[CH:9]=[CH:10][C:11]1[N:20]([C:21]2[CH:26]=[CH:25][CH:24]=[CH:23][CH:22]=2)[C:19](=[O:27])[C:18]2[C:13](=[CH:14][CH:15]=[CH:16][CH:17]=2)[N:12]=1.C([O-])([O-])=O.[K+].[K+].Cl[CH2:35][CH2:36][N:37]([CH2:40][CH3:41])[CH2:38][CH3:39].O. The catalyst is CN(C=O)C. The product is [CH2:36]([N:37]([CH2:40][CH3:41])[CH2:38][CH2:39][O:1][C:2]1[C:7]([OH:8])=[CH:6][CH:5]=[CH:4][C:3]=1[CH:9]=[CH:10][C:11]1[N:20]([C:21]2[CH:22]=[CH:23][CH:24]=[CH:25][CH:26]=2)[C:19](=[O:27])[C:18]2[C:13](=[CH:14][CH:15]=[CH:16][CH:17]=2)[N:12]=1)[CH3:35]. The yield is 0.150.